Dataset: Peptide-MHC class I binding affinity with 185,985 pairs from IEDB/IMGT. Task: Regression. Given a peptide amino acid sequence and an MHC pseudo amino acid sequence, predict their binding affinity value. This is MHC class I binding data. (1) The binding affinity (normalized) is 0.0847. The peptide sequence is MGHPKNAYL. The MHC is HLA-B18:01 with pseudo-sequence HLA-B18:01. (2) The peptide sequence is YTIKYPNL. The MHC is H-2-Db with pseudo-sequence H-2-Db. The binding affinity (normalized) is 0.